From a dataset of NCI-60 drug combinations with 297,098 pairs across 59 cell lines. Regression. Given two drug SMILES strings and cell line genomic features, predict the synergy score measuring deviation from expected non-interaction effect. (1) Drug 1: CC(C1=C(C=CC(=C1Cl)F)Cl)OC2=C(N=CC(=C2)C3=CN(N=C3)C4CCNCC4)N. Drug 2: C1=NC(=NC(=O)N1C2C(C(C(O2)CO)O)O)N. Cell line: 786-0. Synergy scores: CSS=2.47, Synergy_ZIP=0.278, Synergy_Bliss=5.15, Synergy_Loewe=3.92, Synergy_HSA=4.46. (2) Drug 1: CS(=O)(=O)C1=CC(=C(C=C1)C(=O)NC2=CC(=C(C=C2)Cl)C3=CC=CC=N3)Cl. Drug 2: CC1=C2C(C(=O)C3(C(CC4C(C3C(C(C2(C)C)(CC1OC(=O)C(C(C5=CC=CC=C5)NC(=O)OC(C)(C)C)O)O)OC(=O)C6=CC=CC=C6)(CO4)OC(=O)C)O)C)O. Cell line: KM12. Synergy scores: CSS=53.1, Synergy_ZIP=5.88, Synergy_Bliss=2.59, Synergy_Loewe=0.612, Synergy_HSA=5.86.